This data is from Reaction yield outcomes from USPTO patents with 853,638 reactions. The task is: Predict the reaction yield, written as a fraction of the theoretical maximum amount of product (1.0 means a 100% yield; for example, 0.34 means a 34% yield). (1) The reactants are [Br:1][C:2]1[CH:3]=[CH:4][C:5](F)=[C:6]([CH:9]=1)[CH:7]=[O:8].C([O-])([O-])=O.[K+].[K+].[Cl:17][C:18]1[CH:19]=[C:20]([OH:25])[CH:21]=[CH:22][C:23]=1[Cl:24].O. The catalyst is CN(C=O)C. The product is [Br:1][C:2]1[CH:3]=[CH:4][C:5]([O:25][C:20]2[CH:21]=[CH:22][C:23]([Cl:24])=[C:18]([Cl:17])[CH:19]=2)=[C:6]([CH:9]=1)[CH:7]=[O:8]. The yield is 0.540. (2) The reactants are [C:1]([N:5]1[CH2:10][CH2:9][N:8]([C:11]2([C:20]3[CH:25]=[CH:24][CH:23]=[CH:22][CH:21]=3)CCN(C(=O)C)[CH2:13][CH2:12]2)[CH2:7][CH2:6]1)([CH3:4])([CH3:3])[CH3:2].[OH-].[Na+]. The catalyst is O. The product is [C:1]([N:5]1[CH2:6][CH2:7][N:8]([CH:11]([C:20]2[CH:25]=[CH:24][CH:23]=[CH:22][CH:21]=2)[CH:12]2[CH2:13][CH2:6][NH:5][CH2:1][CH2:2]2)[CH2:9][CH2:10]1)([CH3:3])([CH3:2])[CH3:4]. The yield is 0.340. (3) The reactants are [Cl:1][C:2]1[C:11]2[C:6](=[CH:7][C:8]([O:14][CH2:15][CH2:16][Cl:17])=[C:9]([O:12][CH3:13])[CH:10]=2)[N:5]=[CH:4][N:3]=1.[Cl:1][C:2]1[C:11]2[C:6](=[CH:7][C:8]([O:14][CH2:15][CH2:16][Cl:17])=[C:9]([O:12][CH3:13])[CH:10]=2)[N:5]=[CH:4][N:3]=1.P(Cl)(Cl)(Cl)=O. The catalyst is C1(C)C=CC=CC=1. The product is [Cl:1][C:2]1[C:11]2[C:6](=[CH:7][C:8]([O:14][CH2:15][CH2:16][Cl:17])=[C:9]([O:12][CH3:13])[CH:10]=2)[N:5]=[CH:4][N:3]=1. The yield is 0.780. (4) The reactants are Br[C:2]1[C:7]([Br:8])=[CH:6][CH:5]=[CH:4][N:3]=1.[NH2:9][NH2:10].C(N(CC)CC)C.[C:18](Cl)(=[O:20])[CH3:19]. The catalyst is O1CCOCC1. The product is [Br:8][C:7]1[C:2]([N:9]([C:18](=[O:20])[CH3:19])[NH2:10])=[N:3][CH:4]=[CH:5][CH:6]=1. The yield is 0.230. (5) The reactants are Br[C:2]1[CH:7]=[CH:6][C:5]([C:8]2[CH:9]=[N:10][C:11]3[N:12]([C:14]([CH2:17][C:18]4[CH:19]=[C:20]5[C:25](=[CH:26][CH:27]=4)[N:24]=[CH:23][CH:22]=[CH:21]5)=[CH:15][N:16]=3)[N:13]=2)=[CH:4][C:3]=1[F:28].[CH3:29][N:30](C)C(=O)C.O.[OH-].[NH4+]. The catalyst is [Cl-].[NH4+].ClCCl.[C-]#N.[Zn+2].[C-]#N.[Zn].C1C=CC(P(C2C=CC=CC=2)[C-]2C=CC=C2)=CC=1.C1C=CC(P(C2C=CC=CC=2)[C-]2C=CC=C2)=CC=1.Cl[Pd]Cl.[Fe+2].C(N(CC)CC)C.CC(C)=O. The yield is 0.726. The product is [F:28][C:3]1[CH:4]=[C:5]([C:8]2[CH:9]=[N:10][C:11]3[N:12]([C:14]([CH2:17][C:18]4[CH:19]=[C:20]5[C:25](=[CH:26][CH:27]=4)[N:24]=[CH:23][CH:22]=[CH:21]5)=[CH:15][N:16]=3)[N:13]=2)[CH:6]=[CH:7][C:2]=1[C:29]#[N:30]. (6) The reactants are [Na].[CH2:2]([C:9]#[N:10])[C:3]1[CH:8]=[CH:7][CH:6]=[CH:5][CH:4]=1.[CH3:11][C:12]([CH3:16])=[CH:13][CH:14]=O. The catalyst is CO. The product is [CH3:11][C:12]([CH3:16])=[CH:13][CH:14]=[C:2]([C:3]1[CH:8]=[CH:7][CH:6]=[CH:5][CH:4]=1)[C:9]#[N:10]. The yield is 0.610. (7) The reactants are [Cl:1][CH2:2][CH2:3][CH2:4][S:5]([O:8][CH2:9][C:10]([CH3:24])([CH3:23])[C@@H:11]([O:15][CH2:16][C:17]1[CH:22]=[CH:21][CH:20]=[CH:19][CH:18]=1)[C:12]([OH:14])=[O:13])(=[O:7])=[O:6].[C:25](Cl)(=O)C(Cl)=O.CO.N1C=CC=CC=1. The catalyst is ClCCl. The product is [Cl:1][CH2:2][CH2:3][CH2:4][S:5]([O:8][CH2:9][C:10]([CH3:24])([CH3:23])[C@@H:11]([O:15][CH2:16][C:17]1[CH:22]=[CH:21][CH:20]=[CH:19][CH:18]=1)[C:12]([O:14][CH3:25])=[O:13])(=[O:6])=[O:7]. The yield is 0.830. (8) The reactants are [NH2:1][C:2]1[C:3]([C:9]#[C:10][C:11]2[CH:12]=[C:13]([OH:17])[CH:14]=[CH:15][CH:16]=2)=[N:4][C:5](Br)=[CH:6][N:7]=1.[CH3:18][S:19]([C:21]1[CH:26]=[CH:25][CH:24]=[CH:23][C:22]=1B(O)O)=[O:20].[O-]P([O-])([O-])=O.[K+].[K+].[K+].O. The catalyst is CC#N.CCOC(C)=O.Cl.CC(C)([P](C(C)(C)C)([Pd][P](C(C)(C)C)(C(C)(C)C)C(C)(C)C)C(C)(C)C)C. The product is [NH2:1][C:2]1[C:3]([C:9]#[C:10][C:11]2[CH:12]=[C:13]([OH:17])[CH:14]=[CH:15][CH:16]=2)=[N:4][C:5]([C:22]2[CH:23]=[CH:24][CH:25]=[CH:26][C:21]=2[S:19]([CH3:18])=[O:20])=[CH:6][N:7]=1. The yield is 0.260. (9) The reactants are [OH-].[K+].[CH3:3]/[C:4](/[CH:11]=[CH:12]/[CH:13]=[C:14](\[CH3:26])/[CH2:15][CH2:16]/[CH:17]=[C:18](\[CH3:25])/[CH2:19][CH2:20][CH:21]=[C:22]([CH3:24])[CH3:23])=[CH:5]\[C:6]([O:8]CC)=[O:7]. The catalyst is CC(O)C. The product is [CH3:3]/[C:4](/[CH:11]=[CH:12]/[CH:13]=[C:14](\[CH3:26])/[CH2:15][CH2:16]/[CH:17]=[C:18](\[CH3:25])/[CH2:19][CH2:20][CH:21]=[C:22]([CH3:24])[CH3:23])=[CH:5]\[C:6]([OH:8])=[O:7]. The yield is 0.510. (10) The reactants are [C:1]([NH:5][S:6]([C:9]1[C:10]([C:15]2[CH:20]=[CH:19][CH:18]=[C:17]([NH2:21])[CH:16]=2)=[CH:11][CH:12]=[CH:13][CH:14]=1)(=[O:8])=[O:7])([CH3:4])([CH3:3])[CH3:2].[CH3:22][C:23]1[C:28]([OH:29])=[C:27]([CH:30]=O)[C:26]([CH2:32][OH:33])=[CH:25][N:24]=1.Cl. No catalyst specified. The product is [C:1]([NH:5][S:6]([C:9]1[C:10]([C:15]2[CH:20]=[CH:19][CH:18]=[C:17]([NH:21][CH2:30][C:27]3[C:26]([CH2:32][OH:33])=[CH:25][N:24]=[C:23]([CH3:22])[C:28]=3[OH:29])[CH:16]=2)=[CH:11][CH:12]=[CH:13][CH:14]=1)(=[O:8])=[O:7])([CH3:4])([CH3:2])[CH3:3]. The yield is 0.260.